Dataset: M1 muscarinic receptor agonist screen with 61,833 compounds. Task: Binary Classification. Given a drug SMILES string, predict its activity (active/inactive) in a high-throughput screening assay against a specified biological target. (1) The compound is s1c(nc(c1)c1ccc(F)cc1)C1=C(N(CCCN2CCOCC2)CC1=O)N. The result is 0 (inactive). (2) The molecule is FC(F)(F)C1(Oc2c(O1)cccc2)NC(=O)N1CCCC1. The result is 0 (inactive). (3) The molecule is O(c1cc(OC)ccc1)c1n(nnn1)c1ccccc1. The result is 0 (inactive). (4) The compound is o1nc(nc1c1cc(OC)c(OC)cc1)Cc1cc(OC)c(OC)cc1. The result is 0 (inactive). (5) The drug is s1c(C(=O)N2CCN(CC2)c2ncccc2)cc2c1c1c(OC2)cccc1. The result is 0 (inactive). (6) The result is 1 (active). The molecule is Fc1ccc(C(=O)CCCN2CCC3(N(CNC3=O)c3ccccc3)CC2)cc1.